This data is from Forward reaction prediction with 1.9M reactions from USPTO patents (1976-2016). The task is: Predict the product of the given reaction. (1) Given the reactants O[CH2:2][CH2:3][CH2:4][C:5]1[N:6]=[N+:7]([O-:15])[C:8]2[CH:14]=[CH:13][CH:12]=[CH:11][C:9]=2[N:10]=1.CCN(CC)CC.[NH:23]1[CH2:28][CH2:27][CH2:26][CH2:25][CH2:24]1.C(Cl)[Cl:30], predict the reaction product. The product is: [ClH:30].[N:23]1([CH2:2][CH2:3][CH2:4][C:5]2[N:6]=[N+:7]([O-:15])[C:8]3[CH:14]=[CH:13][CH:12]=[CH:11][C:9]=3[N:10]=2)[CH2:28][CH2:27][CH2:26][CH2:25][CH2:24]1. (2) Given the reactants [F:1][C:2]1[C:7]([F:8])=[CH:6][CH:5]=[CH:4][C:3]=1[C:9]1[N:17]=[C:12]2[CH:13]=[N:14][NH:15][CH:16]=[C:11]2[N:10]=1.Cl[CH2:19][C:20]1[O:21][C:22]([C:25]2[CH:30]=[CH:29][C:28]([O:31][CH3:32])=[CH:27][CH:26]=2)=[N:23][N:24]=1, predict the reaction product. The product is: [F:1][C:2]1[C:7]([F:8])=[CH:6][CH:5]=[CH:4][C:3]=1[C:9]1[N:17]=[C:12]2[CH:13]=[N:14][N:15]([CH2:19][C:20]3[O:21][C:22]([C:25]4[CH:30]=[CH:29][C:28]([O:31][CH3:32])=[CH:27][CH:26]=4)=[N:23][N:24]=3)[CH:16]=[C:11]2[N:10]=1. (3) Given the reactants [Cl:1][C:2]1[CH:28]=[CH:27][C:5]2[N:6]3[C:10]([CH2:11][N:12]([CH3:14])[CH2:13][C:4]=2[CH:3]=1)=[N:9][N:8]=[C:7]3[CH:15]1[CH2:20][CH2:19][N:18]([C:21]2[CH:26]=[CH:25][CH:24]=[CH:23][N:22]=2)[CH2:17][CH2:16]1.[C:29]1([S:35]([OH:38])(=[O:37])=[O:36])[CH:34]=[CH:33][CH:32]=[CH:31][CH:30]=1, predict the reaction product. The product is: [S:35]([C:29]1[CH:34]=[CH:33][CH:32]=[CH:31][CH:30]=1)([OH:38])(=[O:37])=[O:36].[S:35]([C:29]1[CH:34]=[CH:33][CH:32]=[CH:31][CH:30]=1)([OH:38])(=[O:37])=[O:36].[Cl:1][C:2]1[CH:28]=[CH:27][C:5]2[N:6]3[C:10]([CH2:11][N:12]([CH3:14])[CH2:13][C:4]=2[CH:3]=1)=[N:9][N:8]=[C:7]3[CH:15]1[CH2:16][CH2:17][N:18]([C:21]2[CH:26]=[CH:25][CH:24]=[CH:23][N:22]=2)[CH2:19][CH2:20]1.